Dataset: Aqueous solubility values for 9,982 compounds from the AqSolDB database. Task: Regression/Classification. Given a drug SMILES string, predict its absorption, distribution, metabolism, or excretion properties. Task type varies by dataset: regression for continuous measurements (e.g., permeability, clearance, half-life) or binary classification for categorical outcomes (e.g., BBB penetration, CYP inhibition). For this dataset (solubility_aqsoldb), we predict Y. (1) The molecule is C#CCC1=C(C)C(OC(=O)[C@H]2[C@H](C=C(C)C)C2(C)C)CC1=O. The Y is -4.57 log mol/L. (2) The molecule is CCOC(=O)/C=C(C)/C=C/CC(C)CCCC(C)C. The Y is -5.69 log mol/L. (3) The compound is CC(C)Cn1ccc(NS(=O)(=O)c2ccc(N)cc2)nc1=O. The Y is -3.11 log mol/L. (4) The compound is CCCCc1nc(Cl)c(CO)n1Cc1ccc(-c2ccccc2-c2nn[nH]n2)cc1. The Y is -4.95 log mol/L.